From a dataset of Full USPTO retrosynthesis dataset with 1.9M reactions from patents (1976-2016). Predict the reactants needed to synthesize the given product. (1) The reactants are: [NH:1]1[C:9]2[C:4](=[CH:5][CH:6]=[CH:7][CH:8]=2)[CH:3]=[CH:2]1.C([Li])CCC.[C:15](=O)=[O:16].C([Li])(C)(C)C.CN(C)C=O. Given the product [NH:1]1[C:9]2[C:4](=[CH:5][CH:6]=[CH:7][CH:8]=2)[CH:3]=[C:2]1[CH:15]=[O:16], predict the reactants needed to synthesize it. (2) The reactants are: [CH3:1][O:2][C:3]([CH:5]1[CH2:12][CH:11]2[N:13]([CH:14]([C:16]3[CH:25]=[CH:24][C:23]4[C:18](=[CH:19][CH:20]=[C:21]([O:30][CH:31]5[CH2:36][CH2:35][CH:34]([C:37]([F:40])([F:39])[F:38])[CH2:33][CH2:32]5)[C:22]=4[C:26]([F:29])([F:28])[F:27])[CH:17]=3)[CH3:15])[CH:7]([CH2:8][CH2:9][CH2:10]2)[CH2:6]1)=[O:4].C(=O)=O. Given the product [CH3:1][O:2][C:3]([CH:5]1[CH2:12][CH:11]2[N:13]([C@@H:14]([C:16]3[CH:25]=[CH:24][C:23]4[C:18](=[CH:19][CH:20]=[C:21]([O:30][C@H:31]5[CH2:32][CH2:33][C@@H:34]([C:37]([F:39])([F:40])[F:38])[CH2:35][CH2:36]5)[C:22]=4[C:26]([F:27])([F:28])[F:29])[CH:17]=3)[CH3:15])[CH:7]([CH2:8][CH2:9][CH2:10]2)[CH2:6]1)=[O:4], predict the reactants needed to synthesize it. (3) Given the product [Cl:32][C:31]1[C:22]([C:9]2[CH2:14][CH2:13][CH:12]([C:15]([O:17][CH2:18][CH3:19])=[O:16])[CH2:11][CH:10]=2)=[N:23][C:24]2[C:29]([CH:30]=1)=[CH:28][C:27]([O:33][CH3:34])=[CH:26][CH:25]=2, predict the reactants needed to synthesize it. The reactants are: CC1(C)C(C)(C)OB([C:9]2[CH2:14][CH2:13][CH:12]([C:15]([O:17][CH2:18][CH3:19])=[O:16])[CH2:11][CH:10]=2)O1.Cl[C:22]1[C:31]([Cl:32])=[CH:30][C:29]2[C:24](=[CH:25][CH:26]=[C:27]([O:33][CH3:34])[CH:28]=2)[N:23]=1.